Dataset: Full USPTO retrosynthesis dataset with 1.9M reactions from patents (1976-2016). Task: Predict the reactants needed to synthesize the given product. (1) The reactants are: [CH2:1]([NH:3][C:4]([NH:6][C:7]1[CH:12]=[CH:11][C:10]([C:13]2[N:14]=[C:15]([N:23]3[CH2:28][CH2:27][O:26][CH2:25][C@@H:24]3[CH3:29])[C:16]3[CH2:22][CH2:21][NH:20][CH2:19][C:17]=3[N:18]=2)=[CH:9][CH:8]=1)=[O:5])[CH3:2].[C:30]([N:33]1[CH2:38][CH2:37][C:36](=O)[CH2:35][CH2:34]1)(=[O:32])[CH3:31]. Given the product [C:30]([N:33]1[CH2:38][CH2:37][CH:36]([N:20]2[CH2:21][CH2:22][C:16]3[C:15]([N:23]4[CH2:28][CH2:27][O:26][CH2:25][C@@H:24]4[CH3:29])=[N:14][C:13]([C:10]4[CH:9]=[CH:8][C:7]([NH:6][C:4]([NH:3][CH2:1][CH3:2])=[O:5])=[CH:12][CH:11]=4)=[N:18][C:17]=3[CH2:19]2)[CH2:35][CH2:34]1)(=[O:32])[CH3:31], predict the reactants needed to synthesize it. (2) Given the product [C:1]([N:5]1[C:9]([C:10]2[CH:11]=[CH:12][C:13]([F:16])=[CH:14][CH:15]=2)=[CH:8][C:7]([CH:17]=[O:18])=[N:6]1)([CH3:4])([CH3:3])[CH3:2], predict the reactants needed to synthesize it. The reactants are: [C:1]([N:5]1[C:9]([C:10]2[CH:15]=[CH:14][C:13]([F:16])=[CH:12][CH:11]=2)=[CH:8][C:7]([C:17](OCC)=[O:18])=[N:6]1)([CH3:4])([CH3:3])[CH3:2].CC(OI1(OC(C)=O)(OC(C)=O)OC(=O)C2C=CC=CC1=2)=O. (3) Given the product [Cl:12][C:10]1[C:9]([O:13][CH2:14][C:15]2[CH:20]=[CH:19][C:18]([O:21][CH3:22])=[CH:17][CH:16]=2)=[CH:8][C:7]([OH:23])=[C:6]([CH:11]=1)[C:5]([NH:2][CH3:1])=[O:4], predict the reactants needed to synthesize it. The reactants are: [CH3:1][NH2:2].C[O:4][C:5](=O)[C:6]1[CH:11]=[C:10]([Cl:12])[C:9]([O:13][CH2:14][C:15]2[CH:20]=[CH:19][C:18]([O:21][CH3:22])=[CH:17][CH:16]=2)=[CH:8][C:7]=1[OH:23]. (4) Given the product [CH:28]1([NH:31][C:9]([C:10]2[CH:11]=[CH:12][C:13]([O:16][C:17](=[O:26])[N:18]([CH3:25])[C:19]3[CH:20]=[CH:21][CH:22]=[CH:23][CH:24]=3)=[CH:14][CH:15]=2)=[O:27])[CH2:30][CH2:29]1, predict the reactants needed to synthesize it. The reactants are: O=C1CCC(=O)N1O[C:9](=[O:27])[C:10]1[CH:15]=[CH:14][C:13]([O:16][C:17](=[O:26])[N:18]([CH3:25])[C:19]2[CH:24]=[CH:23][CH:22]=[CH:21][CH:20]=2)=[CH:12][CH:11]=1.[CH:28]1([NH2:31])[CH2:30][CH2:29]1. (5) Given the product [CH2:1]([C:8]([C:22]([F:23])([F:24])[F:25])=[CH:9][CH2:10][NH2:11])[C:2]1[CH:7]=[CH:6][CH:5]=[CH:4][CH:3]=1, predict the reactants needed to synthesize it. The reactants are: [CH2:1]([C:8]([C:22]([F:25])([F:24])[F:23])=[CH:9][CH2:10][N:11]1C(=O)C2C(=CC=CC=2)C1=O)[C:2]1[CH:7]=[CH:6][CH:5]=[CH:4][CH:3]=1.O.NN.Cl.CCOCC.